This data is from Forward reaction prediction with 1.9M reactions from USPTO patents (1976-2016). The task is: Predict the product of the given reaction. Given the reactants Br[C:2]1[N:7]=[C:6]([C:8]([O:10][CH3:11])=[O:9])[CH:5]=[CH:4][CH:3]=1.C([Sn](CCCC)(CCCC)[C:17]1[S:18][CH:19]=[CH:20][N:21]=1)CCC.O.CCOC(C)=O, predict the reaction product. The product is: [S:18]1[CH:19]=[CH:20][N:21]=[C:17]1[C:2]1[N:7]=[C:6]([C:8]([O:10][CH3:11])=[O:9])[CH:5]=[CH:4][CH:3]=1.